This data is from NCI-60 drug combinations with 297,098 pairs across 59 cell lines. The task is: Regression. Given two drug SMILES strings and cell line genomic features, predict the synergy score measuring deviation from expected non-interaction effect. Drug 1: CC1=CC2C(CCC3(C2CCC3(C(=O)C)OC(=O)C)C)C4(C1=CC(=O)CC4)C. Drug 2: CCN(CC)CCCC(C)NC1=C2C=C(C=CC2=NC3=C1C=CC(=C3)Cl)OC. Cell line: UACC62. Synergy scores: CSS=13.4, Synergy_ZIP=-1.89, Synergy_Bliss=6.33, Synergy_Loewe=2.00, Synergy_HSA=5.81.